This data is from Forward reaction prediction with 1.9M reactions from USPTO patents (1976-2016). The task is: Predict the product of the given reaction. Given the reactants [OH:1][CH2:2][CH2:3][O:4][C:5]1[CH:18]=[CH:17][C:8]([C:9]([C:11]2[CH:16]=[CH:15][CH:14]=[CH:13][CH:12]=2)=O)=[CH:7][CH:6]=1.[ClH:19], predict the reaction product. The product is: [CH:5]1[CH:6]=[CH:7][C:8](/[C:9](/[CH2:11][CH2:12][Cl:19])=[C:9](\[C:8]2[CH:7]=[CH:6][C:5]([O:4][CH2:3][CH2:2][OH:1])=[CH:18][CH:17]=2)/[C:11]2[CH:16]=[CH:15][CH:14]=[CH:13][CH:12]=2)=[CH:17][CH:18]=1.